Dataset: Forward reaction prediction with 1.9M reactions from USPTO patents (1976-2016). Task: Predict the product of the given reaction. (1) Given the reactants C(N(CC)CC)C.C(O)=O.[O:11]=[C:12]([C:23]1[N:28]=[CH:27][CH:26]=[CH:25][N:24]=1)[CH2:13][N:14]([CH3:22])[C:15](=[O:21])[O:16][C:17]([CH3:20])([CH3:19])[CH3:18], predict the reaction product. The product is: [OH:11][C@@H:12]([C:23]1[N:24]=[CH:25][CH:26]=[CH:27][N:28]=1)[CH2:13][N:14]([CH3:22])[C:15](=[O:21])[O:16][C:17]([CH3:20])([CH3:19])[CH3:18]. (2) Given the reactants [CH2:1]([N:3]1[C:12]2[C:7](=[CH:8][C:9]([N+:13]([O-:15])=[O:14])=[CH:10][CH:11]=2)[C:6](=[O:16])[NH:5][C:4]1=[O:17])[CH3:2].[H-].[Na+].Br[CH2:21][C:22]#N.O.C[N:26](C=O)C, predict the reaction product. The product is: [CH2:21]([N:5]1[C:6](=[O:16])[C:7]2[C:12](=[CH:11][CH:10]=[C:9]([N+:13]([O-:15])=[O:14])[CH:8]=2)[N:3]([CH2:1][C:2]#[N:26])[C:4]1=[O:17])[CH3:22].